Dataset: Catalyst prediction with 721,799 reactions and 888 catalyst types from USPTO. Task: Predict which catalyst facilitates the given reaction. (1) Reactant: Cl.[NH2:2]O.[F:4][C:5]1[CH:12]=[CH:11][CH:10]=[C:9]([OH:13])[C:6]=1[CH:7]=O. Product: [F:4][C:5]1[CH:12]=[CH:11][CH:10]=[C:9]([OH:13])[C:6]=1[C:7]#[N:2]. The catalyst class is: 60. (2) Reactant: Cl[C:2]1[C:3]([CH:8]2[CH2:11][N:10]([C:12]3[CH:21]=[CH:20][C:19]4[C:14](=[CH:15][CH:16]=[CH:17][CH:18]=4)[N:13]=3)[CH2:9]2)=[N:4][CH:5]=[CH:6][N:7]=1.[NH:22]1[CH2:26][CH2:25][CH:24]([C:27]2[CH:28]=[N:29][CH:30]=[CH:31][CH:32]=2)[CH2:23]1.C(N(CC)CC)C. Product: [N:29]1[CH:30]=[CH:31][CH:32]=[C:27]([CH:24]2[CH2:25][CH2:26][N:22]([C:2]3[C:3]([CH:8]4[CH2:11][N:10]([C:12]5[CH:21]=[CH:20][C:19]6[C:14](=[CH:15][CH:16]=[CH:17][CH:18]=6)[N:13]=5)[CH2:9]4)=[N:4][CH:5]=[CH:6][N:7]=3)[CH2:23]2)[CH:28]=1. The catalyst class is: 16.